From a dataset of Forward reaction prediction with 1.9M reactions from USPTO patents (1976-2016). Predict the product of the given reaction. (1) Given the reactants Cl[C:2](Cl)([O:4]C(=O)OC(Cl)(Cl)Cl)Cl.Cl.[CH2:14]([O:21][C:22](=[O:41])[C@H:23]([CH3:40])[CH2:24][C@H:25]([NH2:39])[CH2:26][C:27]1[CH:32]=[CH:31][C:30]([C:33]2[CH:38]=[CH:37][CH:36]=[CH:35][CH:34]=2)=[CH:29][CH:28]=1)[C:15]1[CH:20]=[CH:19][CH:18]=[CH:17][CH:16]=1, predict the reaction product. The product is: [CH2:14]([O:21][C:22](=[O:41])[C@H:23]([CH3:40])[CH2:24][C@H:25]([N:39]=[C:2]=[O:4])[CH2:26][C:27]1[CH:28]=[CH:29][C:30]([C:33]2[CH:34]=[CH:35][CH:36]=[CH:37][CH:38]=2)=[CH:31][CH:32]=1)[C:15]1[CH:16]=[CH:17][CH:18]=[CH:19][CH:20]=1. (2) Given the reactants [CH3:1][C:2]1[C:7]([NH2:8])=[CH:6][CH:5]=[CH:4][N:3]=1.[CH2:9]([C@:11]12[CH2:24][CH2:23][C@:22]([CH2:26]CC)([OH:25])[CH2:21][C@H:20]1[CH:19]=[CH:18][C:17]1[CH:16]=[C:15]([C:29]([O:31]C)=O)[CH:14]=[CH:13][C:12]2=1)[CH3:10].[CH2:33]([C@@:35]12CC[C@@](CCC)(O)C[C@@H]1C=C[C:41]1C=C(C(OC)=O)C=C[C:36]2=1)[CH3:34].[Li+].[CH3:58][Si]([N-][Si](C)(C)C)(C)C, predict the reaction product. The product is: [CH2:9]([C@@:11]12[CH2:24][CH2:23][C@@:22]([CH2:26][CH3:58])([OH:25])[CH2:21][C@@H:20]1[CH:19]=[CH:18][C:17]1[CH:16]=[C:15]([C:29]([NH:8][C:7]3[C:2]([CH3:1])=[N:3][CH:4]=[CH:5][CH:6]=3)=[O:31])[CH:14]=[CH:13][C:12]2=1)[C:10]1[CH:41]=[CH:36][CH:35]=[CH:33][CH:34]=1. (3) The product is: [Cl:1][C:2]1[CH:3]=[C:4]([N:8]([CH2:9][C:10]2[C:19]3[C:14](=[C:15]([F:20])[CH:16]=[CH:17][CH:18]=3)[NH:13][C:12](=[O:21])[CH:11]=2)[C:27](=[O:28])[C:26]2[CH:30]=[CH:31][C:23]([CH3:22])=[CH:24][CH:25]=2)[CH:5]=[CH:6][CH:7]=1. Given the reactants [Cl:1][C:2]1[CH:3]=[C:4]([NH:8][CH2:9][C:10]2[C:19]3[C:14](=[C:15]([F:20])[CH:16]=[CH:17][CH:18]=3)[NH:13][C:12](=[O:21])[CH:11]=2)[CH:5]=[CH:6][CH:7]=1.[CH3:22][C:23]1[CH:31]=[CH:30][C:26]([C:27](Cl)=[O:28])=[CH:25][CH:24]=1, predict the reaction product. (4) Given the reactants [CH3:1][O:2][C:3]1[CH:10]=[C:9]([O:11][CH2:12][CH2:13][C:14]2[N:15]=[C:16]([C:20]3[CH:25]=[CH:24][CH:23]=[CH:22][CH:21]=3)[O:17][C:18]=2[CH3:19])[CH:8]=[CH:7][C:4]=1[CH:5]=[O:6].OC1C=CC(C=O)=C(OC)C=1.CC1OC(C2C=CC=CC=2)=NC=1CCOS(C)(=O)=O.[CH2:56]([C@H:63]1[CH2:67][O:66][C:65](=[O:68])[N:64]1[C:69](=[O:74])[CH2:70][O:71][CH2:72][CH3:73])[C:57]1[CH:62]=[CH:61][CH:60]=[CH:59][CH:58]=1.B(OS(C(F)(F)F)(=O)=O)(CCCC)CCCC, predict the reaction product. The product is: [CH2:56]([C@H:63]1[CH2:67][O:66][C:65](=[O:68])[N:64]1[C:69](=[O:74])[C@@H:70]([O:71][CH2:72][CH3:73])[C@H:5]([OH:6])[C:4]1[CH:7]=[CH:8][C:9]([O:11][CH2:12][CH2:13][C:14]2[N:15]=[C:16]([C:20]3[CH:25]=[CH:24][CH:23]=[CH:22][CH:21]=3)[O:17][C:18]=2[CH3:19])=[CH:10][C:3]=1[O:2][CH3:1])[C:57]1[CH:58]=[CH:59][CH:60]=[CH:61][CH:62]=1. (5) Given the reactants C([O:3][C:4]([C:6]1[NH:7][C:8]2[C:13]([CH:14]=1)=[C:12]([O:15][C:16]1[CH:21]=[C:20]([F:22])[CH:19]=[C:18]([F:23])[CH:17]=1)[CH:11]=[CH:10][CH:9]=2)=[O:5])C.[Li+].[OH-], predict the reaction product. The product is: [F:23][C:18]1[CH:17]=[C:16]([CH:21]=[C:20]([F:22])[CH:19]=1)[O:15][C:12]1[CH:11]=[CH:10][CH:9]=[C:8]2[C:13]=1[CH:14]=[C:6]([C:4]([OH:5])=[O:3])[NH:7]2.